From a dataset of Forward reaction prediction with 1.9M reactions from USPTO patents (1976-2016). Predict the product of the given reaction. Given the reactants C(=O)([O-])[O-].[K+].[K+].[F:7][C:8]([F:32])([F:31])[C:9]1[N:13]2[N:14]=[C:15]([N:18]3[CH2:23][CH2:22][CH:21]([C:24]4[CH:29]=[CH:28][C:27]([OH:30])=[CH:26][CH:25]=4)[CH2:20][CH2:19]3)[CH2:16][CH2:17][C:12]2=[N:11][N:10]=1.Cl[CH2:34][C:35](=[O:37])[CH3:36], predict the reaction product. The product is: [F:32][C:8]([F:7])([F:31])[C:9]1[N:13]2[N:14]=[C:15]([N:18]3[CH2:23][CH2:22][CH:21]([C:24]4[CH:25]=[CH:26][C:27]([O:30][CH2:34][C:35](=[O:37])[CH3:36])=[CH:28][CH:29]=4)[CH2:20][CH2:19]3)[CH2:16][CH2:17][C:12]2=[N:11][N:10]=1.